Dataset: Full USPTO retrosynthesis dataset with 1.9M reactions from patents (1976-2016). Task: Predict the reactants needed to synthesize the given product. (1) Given the product [F:1][C:2]([F:8])([CH:5]([F:7])[F:6])[CH2:3][O:4][S:21]([C:10]([F:9])([F:25])[C:11]([F:19])([F:20])[C:12]([F:17])([F:18])[C:13]([F:16])([F:15])[F:14])(=[O:23])=[O:22], predict the reactants needed to synthesize it. The reactants are: [F:1][C:2]([F:8])([CH:5]([F:7])[F:6])[CH2:3][OH:4].[F:9][C:10]([F:25])([S:21](F)(=[O:23])=[O:22])[C:11]([F:20])([F:19])[C:12]([F:18])([F:17])[C:13]([F:16])([F:15])[F:14].[OH-].[K+]. (2) Given the product [CH2:1]([C:3]1[N:7]([CH2:23][CH2:24][O:25][CH:26]2[CH2:31][CH2:30][CH2:29][CH2:28][O:27]2)[N:6]=[C:5]([CH:8]([OH:10])[CH3:9])[C:4]=1[O:11][C:12]1[CH:19]=[C:16]([C:17]#[N:18])[CH:15]=[C:14]([CH:13]=1)[C:20]#[N:21])[CH3:2], predict the reactants needed to synthesize it. The reactants are: [CH2:1]([C:3]1[NH:7][N:6]=[C:5]([CH:8]([OH:10])[CH3:9])[C:4]=1[O:11][C:12]1[CH:13]=[C:14]([C:20]#[N:21])[CH:15]=[C:16]([CH:19]=1)[C:17]#[N:18])[CH3:2].Br[CH2:23][CH2:24][O:25][CH:26]1[CH2:31][CH2:30][CH2:29][CH2:28][O:27]1.[H-].[Na+]. (3) Given the product [Br:1][C:2]1[CH:14]=[CH:13][C:5]2[CH:6]=[C:7]([C:9]([OH:11])=[O:10])[S:8][C:4]=2[CH:3]=1, predict the reactants needed to synthesize it. The reactants are: [Br:1][C:2]1[CH:14]=[CH:13][C:5]2[CH:6]=[C:7]([C:9]([O:11]C)=[O:10])[S:8][C:4]=2[CH:3]=1.[OH-].[K+].